This data is from Reaction yield outcomes from USPTO patents with 853,638 reactions. The task is: Predict the reaction yield, written as a fraction of the theoretical maximum amount of product (1.0 means a 100% yield; for example, 0.34 means a 34% yield). The reactants are C[O:2][C:3]1[CH:8]=[CH:7][C:6]([N:9]([CH3:16])[C:10]2[CH:15]=[CH:14][CH:13]=[CH:12][N:11]=2)=[CH:5][CH:4]=1.B(Br)(Br)Br. The catalyst is C(Cl)Cl. The product is [CH3:16][N:9]([C:10]1[CH:15]=[CH:14][CH:13]=[CH:12][N:11]=1)[C:6]1[CH:5]=[CH:4][C:3]([OH:2])=[CH:8][CH:7]=1. The yield is 0.800.